From a dataset of Forward reaction prediction with 1.9M reactions from USPTO patents (1976-2016). Predict the product of the given reaction. (1) Given the reactants O[CH:2]1[C:11]2[C:6](=[CH:7][CH:8]=[C:9]([C:12]([O:14][CH3:15])=[O:13])[CH:10]=2)[NH:5][CH:4]([C:16]2[CH:21]=[CH:20][CH:19]=[CH:18][C:17]=2[N+:22]([O-])=O)[C:3]1([CH3:26])[CH3:25].C([SiH](CC)CC)C.FC(F)(F)C(O)=O, predict the reaction product. The product is: [NH2:22][C:17]1[CH:18]=[CH:19][CH:20]=[CH:21][C:16]=1[CH:4]1[C:3]([CH3:25])([CH3:26])[CH2:2][C:11]2[C:6](=[CH:7][CH:8]=[C:9]([C:12]([O:14][CH3:15])=[O:13])[CH:10]=2)[NH:5]1. (2) Given the reactants [C:1]([NH:9][CH:10]([CH2:13][OH:14])[CH2:11][OH:12])(=[O:8])[C:2]1[CH:7]=[CH:6][CH:5]=[CH:4][CH:3]=1.[N+:15]([C:18]1[CH:25]=[CH:24][C:21]([CH:22]=O)=[CH:20][CH:19]=1)([O-:17])=[O:16].S([O-])([O-])(=O)=O.[Na+].[Na+].C([O-])([O-])=O.[Na+].[Na+], predict the reaction product. The product is: [N+:15]([C:18]1[CH:25]=[CH:24][C:21]([C@H:22]2[O:12][CH2:11][C@@H:10]([NH:9][C:1](=[O:8])[C:2]3[CH:7]=[CH:6][CH:5]=[CH:4][CH:3]=3)[CH2:13][O:14]2)=[CH:20][CH:19]=1)([O-:17])=[O:16]. (3) Given the reactants Br[C:2]1[CH:3]=[C:4]2[C@@:15]3([CH2:19][S:18][C:17]([NH2:20])=[N:16]3)[C:14]3[CH:13]=[C:12](Cl)[N:11]=[C:10]([F:22])[C:9]=3[O:8][C:5]2=[CH:6][CH:7]=1.[F:23][C:24]1[C:29](B(O)O)=[CH:28][CH:27]=[CH:26][N:25]=1.[F:33][C:34]1[CH:39]=[C:38](B(O)O)[CH:37]=[CH:36][N:35]=1, predict the reaction product. The product is: [F:22][C:10]1[C:9]2[O:8][C:5]3[C:4]([C@@:15]4([CH2:19][S:18][C:17]([NH2:20])=[N:16]4)[C:14]=2[CH:13]=[C:12]([C:38]2[CH:37]=[CH:36][N:35]=[C:34]([F:33])[CH:39]=2)[N:11]=1)=[CH:3][C:2]([C:29]1[C:24]([F:23])=[N:25][CH:26]=[CH:27][CH:28]=1)=[CH:7][CH:6]=3. (4) Given the reactants [NH2:1][C:2]1[CH:3]=[C:4]([CH:7]=[C:8]([CH:11]2[CH2:16][CH2:15][NH:14][CH2:13][CH2:12]2)[C:9]=1[Cl:10])[C:5]#[N:6].CCN(CC)CC.[C:24](O[C:24]([O:26][C:27]([CH3:30])([CH3:29])[CH3:28])=[O:25])([O:26][C:27]([CH3:30])([CH3:29])[CH3:28])=[O:25], predict the reaction product. The product is: [NH2:1][C:2]1[C:9]([Cl:10])=[C:8]([CH:11]2[CH2:16][CH2:15][N:14]([C:24]([O:26][C:27]([CH3:30])([CH3:29])[CH3:28])=[O:25])[CH2:13][CH2:12]2)[CH:7]=[C:4]([C:5]#[N:6])[CH:3]=1. (5) Given the reactants C([O:7][C:8]1[C:13](=[O:14])[N:12]([CH:15]([CH3:17])[CH3:16])[C:11](=[O:18])[N:10]2[CH:19]([CH2:32][CH2:33][OH:34])[CH2:20][N:21]([CH2:24][C:25]3[CH:30]=[CH:29][C:28]([F:31])=[CH:27][CH:26]=3)[C:22](=[O:23])[C:9]=12)(=O)C(C)(C)C.C[O-].[Na+], predict the reaction product. The product is: [F:31][C:28]1[CH:27]=[CH:26][C:25]([CH2:24][N:21]2[CH2:20][CH:19]([CH2:32][CH2:33][OH:34])[N:10]3[C:11](=[O:18])[N:12]([CH:15]([CH3:17])[CH3:16])[C:13](=[O:14])[C:8]([OH:7])=[C:9]3[C:22]2=[O:23])=[CH:30][CH:29]=1. (6) Given the reactants [NH:1]([C:27]([O:29]CC1C2C(=CC=CC=2)C2C1=CC=CC=2)=[O:28])[C@H:2]([C:24]([OH:26])=[O:25])[CH2:3][O:4][C:5]([C:18]1[CH:23]=[CH:22][CH:21]=[CH:20][CH:19]=1)([C:12]1[CH:17]=[CH:16][CH:15]=[CH:14][CH:13]=1)[C:6]1[CH:11]=[CH:10][CH:9]=[CH:8][CH:7]=1.[OH-].[Na+].C(OC(O[C:49]([CH3:52])([CH3:51])[CH3:50])=O)(O[C:49]([CH3:52])([CH3:51])[CH3:50])=O.C(O)(C)(C)C, predict the reaction product. The product is: [NH:1]([C:27]([O:29][C:49]([CH3:52])([CH3:51])[CH3:50])=[O:28])[C@H:2]([C:24]([OH:26])=[O:25])[CH2:3][O:4][C:5]([C:12]1[CH:13]=[CH:14][CH:15]=[CH:16][CH:17]=1)([C:18]1[CH:19]=[CH:20][CH:21]=[CH:22][CH:23]=1)[C:6]1[CH:7]=[CH:8][CH:9]=[CH:10][CH:11]=1. (7) Given the reactants [ClH:1].[NH2:2][C@H:3]1[CH:8]=[CH:7][CH2:6][CH2:5][C@H:4]1[C:9]([OH:11])=[O:10].[CH3:12][Si](C=[N+]=[N-])(C)C.C(OCC)C, predict the reaction product. The product is: [ClH:1].[CH3:12][O:10][C:9]([CH:4]1[CH2:5][CH2:6][CH:7]=[CH:8][CH:3]1[NH2:2])=[O:11]. (8) The product is: [Br:1][C:2]1[C:3]([N:24]2[CH2:28][CH2:27][C@@H:26]([OH:29])[CH2:25]2)=[N:4][CH:5]=[C:6]([CH:22]=1)[C:7]([NH:9][C:10]1[CH:15]=[CH:14][C:13]([O:16][C:17]([F:20])([F:19])[F:18])=[C:12]([F:21])[CH:11]=1)=[O:8]. Given the reactants [Br:1][C:2]1[C:3](Cl)=[N:4][CH:5]=[C:6]([CH:22]=1)[C:7]([NH:9][C:10]1[CH:15]=[CH:14][C:13]([O:16][C:17]([F:20])([F:19])[F:18])=[C:12]([F:21])[CH:11]=1)=[O:8].[NH:24]1[CH2:28][CH2:27][C@@H:26]([OH:29])[CH2:25]1, predict the reaction product. (9) The product is: [Cl:15][C:16]1[N:21]=[C:20]([C:2]#[C:1][C:3]2[CH:8]=[CH:7][CH:6]=[CH:5][C:4]=2[C:9]([CH3:14])([CH3:13])[C:10]([NH2:12])=[O:11])[C:19]([Cl:23])=[CH:18][N:17]=1. Given the reactants [C:1]([C:3]1[CH:8]=[CH:7][CH:6]=[CH:5][C:4]=1[C:9]([CH3:14])([CH3:13])[C:10]([NH2:12])=[O:11])#[CH:2].[Cl:15][C:16]1[N:21]=[C:20](Cl)[C:19]([Cl:23])=[CH:18][N:17]=1.CCN(CC)CC, predict the reaction product.